From a dataset of Reaction yield outcomes from USPTO patents with 853,638 reactions. Predict the reaction yield, written as a fraction of the theoretical maximum amount of product (1.0 means a 100% yield; for example, 0.34 means a 34% yield). The reactants are B(Br)(Br)Br.C[O:6][C:7]1[CH:34]=[CH:33][C:10]2[CH2:11][C@@H:12]([CH2:28][C:29]([O:31][CH3:32])=[O:30])[C:13](=[O:27])[N:14]([CH2:16][C:17]3[CH:22]=[CH:21][C:20]([C:23]([F:26])([F:25])[F:24])=[CH:19][CH:18]=3)[CH2:15][C:9]=2[CH:8]=1. The catalyst is C(Cl)Cl. The product is [OH:6][C:7]1[CH:34]=[CH:33][C:10]2[CH2:11][C@@H:12]([CH2:28][C:29]([O:31][CH3:32])=[O:30])[C:13](=[O:27])[N:14]([CH2:16][C:17]3[CH:18]=[CH:19][C:20]([C:23]([F:26])([F:24])[F:25])=[CH:21][CH:22]=3)[CH2:15][C:9]=2[CH:8]=1. The yield is 0.920.